Task: Binary Classification. Given a drug SMILES string, predict its activity (active/inactive) in a high-throughput screening assay against a specified biological target.. Dataset: Serine/threonine kinase 33 screen with 319,792 compounds (1) The compound is Brc1ccc(Nc2nc(/[nH]c(c2)C)=C2\C(=O)C=CC=C2)cc1. The result is 0 (inactive). (2) The molecule is O1C2C(C(OC(=O)/C=C(/C)C)C3(C(C(C2)C)C(O)CC3=O)C)C(C1=O)C. The result is 0 (inactive). (3) The compound is O=C(N1CCC(CC1)C)n1c2c(nc1)cc(c(c2)C)C. The result is 0 (inactive). (4) The result is 0 (inactive). The drug is S(=O)(=O)(NC(C)C)c1ccc(CCC(=O)N2CCN(CC2)C(OCC)=O)cc1. (5) The drug is Fc1c(C(=O)N2CC3CC(C2)c2n(C3)c(=O)ccc2)cccc1. The result is 0 (inactive). (6) The result is 0 (inactive). The drug is Clc1cc(C2N(C(=O)c3c(N2)cccc3)c2ccccc2)c(OCC(OCC)=O)c(OC)c1. (7) The compound is O(c1ccc(cc1)C)c1ncc(cc1)/C=N\O. The result is 0 (inactive). (8) The compound is S(C1CCOC1=O)c1oc(nn1)c1ccccc1. The result is 0 (inactive). (9) The drug is O1CCN(CC1)c1nc(nc(n2nc(cc2C)C)c1)c1ccccc1. The result is 0 (inactive). (10) The molecule is O(c1ccc(c2n(Cc3ccc(cc3)C)c3c(n2)cccc3)cc1)C. The result is 0 (inactive).